This data is from Forward reaction prediction with 1.9M reactions from USPTO patents (1976-2016). The task is: Predict the product of the given reaction. (1) Given the reactants [Br:1][C:2]1[CH:10]=[C:9]([Cl:11])[C:5]([C:6](O)=[O:7])=[C:4]([Cl:12])[CH:3]=1.S(Cl)([Cl:15])=O, predict the reaction product. The product is: [Br:1][C:2]1[CH:10]=[C:9]([Cl:11])[C:5]([C:6]([Cl:15])=[O:7])=[C:4]([Cl:12])[CH:3]=1. (2) Given the reactants CS([O:4][CH2:5][C:6]1[CH:11]=[C:10]([F:12])[C:9]([Br:13])=[CH:8][C:7]=1[Cl:14])=O.[Cl:15][C:16]1[CH:17]=[C:18](O)[CH:19]=[CH:20][C:21]=1[Cl:22].C(=O)([O-])[O-].[K+].[K+], predict the reaction product. The product is: [Br:13][C:9]1[CH:8]=[C:7]([Cl:14])[C:6]([CH2:5][O:4][C:19]2[CH:18]=[CH:17][C:16]([Cl:15])=[C:21]([Cl:22])[CH:20]=2)=[CH:11][C:10]=1[F:12]. (3) The product is: [CH:1]1([C:4]([NH:6][C:7]2[S:8][C:9]3[CH:15]=[C:14]([O:16][S:17]([C:20]4[CH:25]=[CH:24][C:23]([NH:42][CH2:41][CH2:40][CH2:39][CH2:38][N:36]5[CH:37]=[C:33]([C:29]6[CH:28]=[N:27][CH:32]=[CH:31][CH:30]=6)[N:34]=[CH:35]5)=[CH:22][CH:21]=4)(=[O:19])=[O:18])[CH:13]=[CH:12][C:10]=3[N:11]=2)=[O:5])[CH2:3][CH2:2]1. Given the reactants [CH:1]1([C:4]([NH:6][C:7]2[S:8][C:9]3[CH:15]=[C:14]([O:16][S:17]([C:20]4[CH:25]=[CH:24][C:23](F)=[CH:22][CH:21]=4)(=[O:19])=[O:18])[CH:13]=[CH:12][C:10]=3[N:11]=2)=[O:5])[CH2:3][CH2:2]1.[N:27]1[CH:32]=[CH:31][CH:30]=[C:29]([C:33]2[N:34]=[CH:35][N:36]([CH2:38][CH2:39][CH2:40][CH2:41][NH2:42])[CH:37]=2)[CH:28]=1, predict the reaction product. (4) Given the reactants FC(F)(F)C1C=C(NC(=O)NC2C=CC(C3SC(CCC(O)=O)=NC=3)=CC=2)C=CC=1.[F:31][C:32]1[CH:33]=[C:34]([NH:38][C:39](=[O:62])[NH:40][C:41]2[CH:46]=[CH:45][C:44]([C:47]3[S:51][C:50]([CH:52]4[CH2:57][CH2:56][CH:55]([C:58]([O:60]C)=[O:59])[CH2:54][CH2:53]4)=[N:49][CH:48]=3)=[CH:43][CH:42]=2)[CH:35]=[CH:36][CH:37]=1, predict the reaction product. The product is: [F:31][C:32]1[CH:33]=[C:34]([NH:38][C:39](=[O:62])[NH:40][C:41]2[CH:42]=[CH:43][C:44]([C:47]3[S:51][C:50]([CH:52]4[CH2:53][CH2:54][CH:55]([C:58]([OH:60])=[O:59])[CH2:56][CH2:57]4)=[N:49][CH:48]=3)=[CH:45][CH:46]=2)[CH:35]=[CH:36][CH:37]=1. (5) Given the reactants [CH3:1][C:2]([CH3:27])([CH2:8][C:9]1[CH:14]=[CH:13][C:12]([O:15][CH2:16][CH2:17][CH2:18][NH:19][C:20]2[CH:25]=[CH:24][CH:23]=[CH:22][N+:21]=2[O-])=[CH:11][CH:10]=1)[CH2:3][C:4]([O:6][CH3:7])=[O:5].C1CCCCC=1, predict the reaction product. The product is: [CH3:1][C:2]([CH3:27])([CH2:8][C:9]1[CH:14]=[CH:13][C:12]([O:15][CH2:16][CH2:17][CH2:18][NH:19][C:20]2[CH:25]=[CH:24][CH:23]=[CH:22][N:21]=2)=[CH:11][CH:10]=1)[CH2:3][C:4]([O:6][CH3:7])=[O:5]. (6) Given the reactants [CH3:1][O:2][C@H:3]([CH3:7])[C:4]([OH:6])=O.CN(C(ON1N=NC2C=CC=NC1=2)=[N+](C)C)C.F[P-](F)(F)(F)(F)F.[F:32][C:33]([F:57])([F:56])[O:34][C:35]1[CH:40]=[CH:39][C:38]([CH:41]2[CH2:46][NH:45][CH2:44][CH:43]([NH:47][C:48](=[O:55])[C:49]3[CH:54]=[CH:53][CH:52]=[CH:51][CH:50]=3)[CH2:42]2)=[CH:37][CH:36]=1, predict the reaction product. The product is: [CH3:1][O:2][C@H:3]([CH3:7])[C:4]([N:45]1[CH2:46][CH:41]([C:38]2[CH:39]=[CH:40][C:35]([O:34][C:33]([F:57])([F:32])[F:56])=[CH:36][CH:37]=2)[CH2:42][CH:43]([NH:47][C:48]([C:49]2[CH:50]=[CH:51][CH:52]=[CH:53][CH:54]=2)=[O:55])[CH2:44]1)=[O:6].